Dataset: Blood-brain barrier penetration binary classification data from Martins et al.. Task: Regression/Classification. Given a drug SMILES string, predict its absorption, distribution, metabolism, or excretion properties. Task type varies by dataset: regression for continuous measurements (e.g., permeability, clearance, half-life) or binary classification for categorical outcomes (e.g., BBB penetration, CYP inhibition). Dataset: bbb_martins. (1) The molecule is CO/N=C(\C(=O)N[C@@H]1C(=O)N2C(C(=O)O)=C(COC(C)=O)CS(=O)[C@H]12)c1csc(N)n1. The result is 0 (does not penetrate BBB). (2) The drug is O=C([O-])P(=O)([O-])[O-].[Na+].[Na+].[Na+]. The result is 1 (penetrates BBB). (3) The drug is CN(C)CCCN1c2ccccc2Sc2ccccc21. The result is 1 (penetrates BBB). (4) The molecule is O=C1Nc2ccc(Cl)cc2C(c2ccccc2)=NC1O. The result is 1 (penetrates BBB). (5) The molecule is OCc1ccccc1O[C@@H]1O[C@H](CO)[C@@H](O)[C@H](O)[C@H]1O. The result is 1 (penetrates BBB). (6) The molecule is CCN1CCN(C(=O)N[C@@H](C(=O)N[C@@H]2C(=O)N3C(C(=O)O)=C(CSc4nnnn4C)CS[C@H]23)c2ccc(O)cc2)C(=O)C1=O. The result is 1 (penetrates BBB). (7) The drug is C=NC(C(=O)NC1C(=O)N2C1SC(C)(C)C2C(=O)O)c1ccccc1. The result is 0 (does not penetrate BBB). (8) The drug is COCC(=O)O[C@]1(CCN(C)CCCc2nc3ccccc3[nH]2)CCc2cc(F)ccc2[C@@H]1C(C)C. The result is 0 (does not penetrate BBB).